This data is from Forward reaction prediction with 1.9M reactions from USPTO patents (1976-2016). The task is: Predict the product of the given reaction. (1) Given the reactants [NH:1]1[CH2:4][CH:3]([N:5]([CH2:12][C:13]2[CH:14]=[N:15][C:16]([C:19]3[S:27][C:26]4[C:21](=[N:22][CH:23]=[CH:24][C:25]=4[O:28][C:29]4[CH:34]=[CH:33][C:32]([NH:35][C:36]([NH:38][CH:39]5[CH2:41][CH2:40]5)=[O:37])=[CH:31][C:30]=4[F:42])[CH:20]=3)=[CH:17][CH:18]=2)[CH2:6][C:7]([O:9][CH2:10][CH3:11])=[O:8])[CH2:2]1.[CH3:43][O:44][CH2:45][CH2:46][O:47][CH2:48][CH2:49][O:50][CH2:51][C:52](O)=[O:53].CCN=C=NCCCN(C)C.Cl.C1C=C2N=NN(O)C2=CC=1.O.C(N(CC)CC)C, predict the reaction product. The product is: [CH:39]1([NH:38][C:36](=[O:37])[NH:35][C:32]2[CH:33]=[CH:34][C:29]([O:28][C:25]3[CH:24]=[CH:23][N:22]=[C:21]4[CH:20]=[C:19]([C:16]5[N:15]=[CH:14][C:13]([CH2:12][N:5]([CH:3]6[CH2:2][N:1]([C:52](=[O:53])[CH2:51][O:50][CH2:49][CH2:48][O:47][CH2:46][CH2:45][O:44][CH3:43])[CH2:4]6)[CH2:6][C:7]([O:9][CH2:10][CH3:11])=[O:8])=[CH:18][CH:17]=5)[S:27][C:26]=34)=[C:30]([F:42])[CH:31]=2)[CH2:40][CH2:41]1. (2) Given the reactants F[C:2]1[C:3]([N+:8]([O-:10])=[O:9])=[N:4][CH:5]=[CH:6][CH:7]=1.[NH2:11][C:12]1[CH:17]=[CH:16][CH:15]=[CH:14][CH:13]=1.CCN(CC)CC, predict the reaction product. The product is: [N+:8]([C:3]1[C:2]([NH:11][C:12]2[CH:17]=[CH:16][CH:15]=[CH:14][CH:13]=2)=[CH:7][CH:6]=[CH:5][N:4]=1)([O-:10])=[O:9]. (3) Given the reactants [CH3:1][N:2]1[CH:6]=[CH:5][C:4]([NH2:7])=[N:3]1.[C:8]([O:12][C:13](=[O:27])[C@@H:14]([NH:19][C:20]([O:22][C:23]([CH3:26])([CH3:25])[CH3:24])=[O:21])[CH2:15][C:16](O)=[O:17])([CH3:11])([CH3:10])[CH3:9].CN(C(ON1N=NC2C=CC=NC1=2)=[N+](C)C)C.F[P-](F)(F)(F)(F)F.C(N(C(C)C)CC)(C)C.[Cl-].[NH4+], predict the reaction product. The product is: [C:23]([O:22][C:20]([NH:19][C@@H:14]([CH2:15][C:16]([NH:7][C:4]1[CH:5]=[CH:6][N:2]([CH3:1])[N:3]=1)=[O:17])[C:13]([O:12][C:8]([CH3:11])([CH3:10])[CH3:9])=[O:27])=[O:21])([CH3:26])([CH3:25])[CH3:24]. (4) Given the reactants Cl.[CH3:2][NH:3][CH3:4].Cl[CH2:6][C:7]1[CH:12]=[CH:11][C:10]([S:13][CH:14]2[CH2:17][N:16]([C:18]([C:20]3[O:21][C:22]([C:25]4[CH:30]=[CH:29][CH:28]=[CH:27][CH:26]=4)=[N:23][N:24]=3)=[O:19])[CH2:15]2)=[CH:9][CH:8]=1.C(N(CC)CC)C, predict the reaction product. The product is: [CH3:2][N:3]([CH2:6][C:7]1[CH:8]=[CH:9][C:10]([S:13][CH:14]2[CH2:17][N:16]([C:18]([C:20]3[O:21][C:22]([C:25]4[CH:30]=[CH:29][CH:28]=[CH:27][CH:26]=4)=[N:23][N:24]=3)=[O:19])[CH2:15]2)=[CH:11][CH:12]=1)[CH3:4]. (5) Given the reactants CC(C)=[O:3].OS(O)(=O)=O.O=[Cr](=O)=O.[OH:14][CH2:15][C:16]([C:19]1[CH:23]=[C:22]([NH:24][C:25](=[O:38])[C:26]([CH3:37])([S:28]([CH:31]2[CH2:36][CH2:35][O:34][CH2:33][CH2:32]2)(=[O:30])=[O:29])[CH3:27])[O:21][N:20]=1)([CH3:18])[CH3:17], predict the reaction product. The product is: [CH3:17][C:16]([C:19]1[CH:23]=[C:22]([NH:24][C:25](=[O:38])[C:26]([CH3:37])([S:28]([CH:31]2[CH2:32][CH2:33][O:34][CH2:35][CH2:36]2)(=[O:30])=[O:29])[CH3:27])[O:21][N:20]=1)([CH3:18])[C:15]([OH:3])=[O:14]. (6) Given the reactants CCN(S(F)(F)[F:7])CC.O[CH2:11][C:12]1[C:13]([CH2:28][NH:29][C:30](=[O:36])[O:31][C:32]([CH3:35])([CH3:34])[CH3:33])=[CH:14][C:15]([C:18]2[CH:19]=[N:20][C:21]([C:24]([F:27])([F:26])[F:25])=[N:22][CH:23]=2)=[N:16][CH:17]=1, predict the reaction product. The product is: [F:7][CH2:11][C:12]1[C:13]([CH2:28][NH:29][C:30](=[O:36])[O:31][C:32]([CH3:35])([CH3:34])[CH3:33])=[CH:14][C:15]([C:18]2[CH:19]=[N:20][C:21]([C:24]([F:27])([F:26])[F:25])=[N:22][CH:23]=2)=[N:16][CH:17]=1. (7) Given the reactants [C:1]([C:3]1[CH:4]=[C:5]([C:13]2[O:17][N:16]=[C:15]([C:18]3[CH:39]=[CH:38][C:21]4[CH2:22][CH2:23][N:24]([C:27](=[O:37])[CH2:28][NH:29]C(=O)OC(C)(C)C)[CH2:25][CH2:26][C:20]=4[CH:19]=3)[N:14]=2)[CH:6]=[N:7][C:8]=1[NH:9][CH2:10][CH2:11][CH3:12])#[N:2].Cl, predict the reaction product. The product is: [NH2:29][CH2:28][C:27]([N:24]1[CH2:23][CH2:22][C:21]2[CH:38]=[CH:39][C:18]([C:15]3[N:14]=[C:13]([C:5]4[CH:4]=[C:3]([C:1]#[N:2])[C:8]([NH:9][CH2:10][CH2:11][CH3:12])=[N:7][CH:6]=4)[O:17][N:16]=3)=[CH:19][C:20]=2[CH2:26][CH2:25]1)=[O:37]. (8) Given the reactants [H-].[Na+].[CH:3]1[C:8]2[NH:9][CH2:10][CH2:11][CH2:12][O:13][C:7]=2[CH:6]=[CH:5][C:4]=1[CH:14]=[O:15].Br[CH2:17][CH2:18][C:19]1[CH:24]=[CH:23][CH:22]=[CH:21][CH:20]=1.[I-].[K+], predict the reaction product. The product is: [CH2:17]([N:9]1[C:8]2[CH:3]=[C:4]([CH:14]=[O:15])[CH:5]=[CH:6][C:7]=2[O:13][CH2:12][CH2:11][CH2:10]1)[CH2:18][C:19]1[CH:24]=[CH:23][CH:22]=[CH:21][CH:20]=1.